The task is: Predict the reaction yield, written as a fraction of the theoretical maximum amount of product (1.0 means a 100% yield; for example, 0.34 means a 34% yield).. This data is from Reaction yield outcomes from USPTO patents with 853,638 reactions. (1) The reactants are Br[C:2]1[CH:24]=[CH:23][C:5]2[C:6]3[N:7]([CH:11]=[C:12]([C:14]4[N:18]([CH:19]([CH3:21])[CH3:20])[N:17]=[C:16](C)[N:15]=4)[N:13]=3)[CH2:8][CH2:9][O:10][C:4]=2[CH:3]=1.[Si]([O:32][C:33]([O:35][CH3:36])=[CH2:34])(C(C)(C)C)(C)C.C([Sn](F)(CCCC)CCCC)CCC. The catalyst is O1CCCC1.CC1C=CC=CC=1[P](C1C=CC=CC=1C)([Pd](Cl)(Cl)[P](C1=C(C)C=CC=C1)(C1C=CC=CC=1C)C1C=CC=CC=1C)C1C=CC=CC=1C. The product is [CH:19]([N:18]1[C:14]([C:12]2[N:13]=[C:6]3[C:5]4[CH:23]=[CH:24][C:2]([CH2:34][C:33]([O:35][CH3:36])=[O:32])=[CH:3][C:4]=4[O:10][CH2:9][CH2:8][N:7]3[CH:11]=2)=[N:15][CH:16]=[N:17]1)([CH3:21])[CH3:20]. The yield is 0.510. (2) The reactants are Cl.Cl[C:3]1[N:8]=[C:7]([NH:9][CH:10]2[CH2:15][C:14]([CH3:17])([CH3:16])[NH:13][C:12]([CH3:19])([CH3:18])[CH2:11]2)[C:6]([F:20])=[CH:5][N:4]=1.[CH:21]1([C:24]2[C:29]([N:30]3[CH:34]=[N:33][N:32]=[N:31]3)=[CH:28][C:27]([NH2:35])=[CH:26][C:25]=2[F:36])[CH2:23][CH2:22]1.N1C=NN=N1.C[CH:43]([OH:45])C. No catalyst specified. The product is [NH3:4].[CH3:43][OH:45].[CH:21]1([C:24]2[C:29]([N:30]3[CH:34]=[N:33][N:32]=[N:31]3)=[CH:28][C:27]([NH:35][C:3]3[N:8]=[C:7]([NH:9][CH:10]4[CH2:15][C:14]([CH3:17])([CH3:16])[NH:13][C:12]([CH3:19])([CH3:18])[CH2:11]4)[C:6]([F:20])=[CH:5][N:4]=3)=[CH:26][C:25]=2[F:36])[CH2:23][CH2:22]1. The yield is 0.0100. (3) The reactants are [C:1]([O:5][C:6]([NH:8][C:9]1[C:22]([O:23][CH3:24])=[CH:21][C:20]2[C@:19]34[CH2:25][CH2:26][N:27]([C:28]([O:30][CH2:31][C:32]5[CH:37]=[CH:36][CH:35]=[CH:34][CH:33]=5)=[O:29])[C@@H:13]([C@@H:14]3[CH2:15][CH2:16][CH2:17][CH2:18]4)[CH2:12][C:11]=2[CH:10]=1)=[O:7])([CH3:4])([CH3:3])[CH3:2].I[CH3:39].[H-].[Na+].O. The catalyst is C1COCC1. The product is [C:1]([O:5][C:6]([N:8]([CH3:39])[C:9]1[C:22]([O:23][CH3:24])=[CH:21][C:20]2[C@:19]34[CH2:25][CH2:26][N:27]([C:28]([O:30][CH2:31][C:32]5[CH:33]=[CH:34][CH:35]=[CH:36][CH:37]=5)=[O:29])[C@@H:13]([C@@H:14]3[CH2:15][CH2:16][CH2:17][CH2:18]4)[CH2:12][C:11]=2[CH:10]=1)=[O:7])([CH3:4])([CH3:2])[CH3:3]. The yield is 0.830. (4) The reactants are [OH:1][CH2:2][CH2:3][CH2:4][C:5]#[C:6][C:7]1[CH:12]=[CH:11][CH:10]=[CH:9][C:8]=1[C:13]#[C:14][CH2:15][CH2:16][CH2:17][OH:18]. The catalyst is C(O)C.[Pd]. The product is [OH:1][CH2:2][CH2:3][CH2:4][CH2:5][CH2:6][C:7]1[CH:12]=[CH:11][CH:10]=[CH:9][C:8]=1[CH2:13][CH2:14][CH2:15][CH2:16][CH2:17][OH:18]. The yield is 0.910. (5) The yield is 0.949. The product is [CH:11]([N:8]1[C:6]2[N:7]=[C:2]([N:29]3[CH2:30][CH2:31][N:26]([CH3:25])[CH2:27][CH2:28]3)[CH:3]=[C:4]([C:14]([O:16][CH2:17][CH3:18])=[O:15])[C:5]=2[CH:10]=[N:9]1)([CH3:13])[CH3:12]. The catalyst is C(#N)C. The reactants are Br[C:2]1[CH:3]=[C:4]([C:14]([O:16][CH2:17][CH3:18])=[O:15])[C:5]2[CH:10]=[N:9][N:8]([CH:11]([CH3:13])[CH3:12])[C:6]=2[N:7]=1.C([O-])([O-])=O.[K+].[K+].[CH3:25][N:26]1[CH2:31][CH2:30][NH:29][CH2:28][CH2:27]1. (6) The reactants are Cl[C:2]1[C:7]([NH:8][C:9](=[O:17])[C:10]2[CH:15]=[CH:14][CH:13]=[CH:12][C:11]=2[OH:16])=[CH:6][CH:5]=[C:4]([C:18]([F:21])([F:20])[F:19])[N:3]=1.C[O-].[Na+]. The catalyst is O. The product is [F:19][C:18]([F:21])([F:20])[C:4]1[CH:5]=[CH:6][C:7]2[NH:8][C:9](=[O:17])[C:10]3[CH:15]=[CH:14][CH:13]=[CH:12][C:11]=3[O:16][C:2]=2[N:3]=1. The yield is 0.550. (7) The reactants are Br[C:2]1[N:7]=[C:6]([N:8]2[CH2:13][CH2:12][N:11]([C:14]([O:16][C:17]([CH3:20])([CH3:19])[CH3:18])=[O:15])[CH2:10][CH2:9]2)[CH:5]=[CH:4][CH:3]=1.[C:21]1(OB(O)O)[CH:26]=[CH:25][CH:24]=[CH:23][CH:22]=1.C(=O)([O-])[O-].[Na+].[Na+]. The catalyst is COCCOC.O. The product is [C:21]1([C:2]2[N:7]=[C:6]([N:8]3[CH2:13][CH2:12][N:11]([C:14]([O:16][C:17]([CH3:20])([CH3:19])[CH3:18])=[O:15])[CH2:10][CH2:9]3)[CH:5]=[CH:4][CH:3]=2)[CH:26]=[CH:25][CH:24]=[CH:23][CH:22]=1. The yield is 0.700. (8) The reactants are OC(C(F)(F)F)=O.[CH3:8][N:9]([CH3:29])[C@H:10]([C:22]1[CH:27]=[CH:26][CH:25]=[CH:24][C:23]=1[F:28])[C:11]([O:13][C@H](C1C=CC=CC=1)C)=[O:12]. The catalyst is C(O)C.[OH-].[OH-].[Pd+2]. The product is [CH3:8][N:9]([CH3:29])[C@H:10]([C:22]1[CH:27]=[CH:26][CH:25]=[CH:24][C:23]=1[F:28])[C:11]([OH:13])=[O:12]. The yield is 0.980.